From a dataset of Peptide-MHC class I binding affinity with 185,985 pairs from IEDB/IMGT. Regression. Given a peptide amino acid sequence and an MHC pseudo amino acid sequence, predict their binding affinity value. This is MHC class I binding data. (1) The peptide sequence is FGVRPQVPL. The MHC is HLA-B35:01 with pseudo-sequence HLA-B35:01. The binding affinity (normalized) is 0.241. (2) The peptide sequence is PLLCNLNKSH. The MHC is HLA-A33:01 with pseudo-sequence HLA-A33:01. The binding affinity (normalized) is 0. (3) The peptide sequence is IMDASSFTL. The MHC is HLA-A02:01 with pseudo-sequence HLA-A02:01. The binding affinity (normalized) is 0.683. (4) The peptide sequence is RIYCSLFKNV. The MHC is HLA-A68:02 with pseudo-sequence HLA-A68:02. The binding affinity (normalized) is 0.417.